From a dataset of Full USPTO retrosynthesis dataset with 1.9M reactions from patents (1976-2016). Predict the reactants needed to synthesize the given product. Given the product [Cl:3][C:12]1[C:11]2[C:16](=[C:7]([I:6])[C:8]([CH3:18])=[CH:9][CH:10]=2)[N:15]=[CH:14][N:13]=1, predict the reactants needed to synthesize it. The reactants are: P(Cl)(Cl)([Cl:3])=O.[I:6][C:7]1[C:8]([CH3:18])=[CH:9][CH:10]=[C:11]2[C:16]=1[N:15]=[CH:14][NH:13][C:12]2=O.